Dataset: Full USPTO retrosynthesis dataset with 1.9M reactions from patents (1976-2016). Task: Predict the reactants needed to synthesize the given product. (1) The reactants are: [C:1]([N:5]1[C:9]([C:10]2[CH:15]=[CH:14][C:13]([O:16][CH3:17])=[CH:12][CH:11]=2)=[CH:8][C:7]([CH2:18][CH2:19][CH:20]=O)=[N:6]1)([CH3:4])([CH3:3])[CH3:2].[CH3:22][CH:23]1[CH2:28][NH:27][CH2:26][CH2:25][N:24]1[C:29]1[CH:30]=[C:31]([CH3:35])[CH:32]=[CH:33][CH:34]=1.CCN(C(C)C)C(C)C.[BH-](OC(C)=O)(OC(C)=O)OC(C)=O.[Na+]. Given the product [C:1]([N:5]1[C:9]([C:10]2[CH:15]=[CH:14][C:13]([O:16][CH3:17])=[CH:12][CH:11]=2)=[CH:8][C:7]([CH2:18][CH2:19][CH2:20][N:27]2[CH2:26][CH2:25][N:24]([C:29]3[CH:30]=[C:31]([CH3:35])[CH:32]=[CH:33][CH:34]=3)[CH:23]([CH3:22])[CH2:28]2)=[N:6]1)([CH3:4])([CH3:2])[CH3:3], predict the reactants needed to synthesize it. (2) Given the product [NH2:8][C:9]1[CH:10]=[C:11]([CH:19]=[C:20]([C:22]2[CH:27]=[CH:26][C:25]([CH3:28])=[CH:24][CH:23]=2)[N:21]=1)[C:12]([O:14][C:15]([CH3:16])([CH3:17])[CH3:18])=[O:13], predict the reactants needed to synthesize it. The reactants are: C([NH:8][C:9]1[CH:10]=[C:11]([CH:19]=[C:20]([C:22]2[CH:27]=[CH:26][C:25]([CH3:28])=[CH:24][CH:23]=2)[N:21]=1)[C:12]([O:14][C:15]([CH3:18])([CH3:17])[CH3:16])=[O:13])C1C=CC=CC=1.FC(F)(F)C(O)=O. (3) Given the product [CH:31]1([S:34]([NH:21][C@@H:20]2[C@@H:15]([CH2:14][O:13][C:12]3[CH:11]=[CH:10][C:9]([C:6]4[CH:5]=[CH:4][C:3]([F:2])=[CH:8][N:7]=4)=[CH:23][CH:22]=3)[O:16][CH2:17][CH2:18][CH2:19]2)(=[O:36])=[O:35])[CH2:33][CH2:32]1, predict the reactants needed to synthesize it. The reactants are: Cl.[F:2][C:3]1[CH:4]=[CH:5][C:6]([C:9]2[CH:23]=[CH:22][C:12]([O:13][CH2:14][C@@H:15]3[C@@H:20]([NH2:21])[CH2:19][CH2:18][CH2:17][O:16]3)=[CH:11][CH:10]=2)=[N:7][CH:8]=1.CCN(CC)CC.[CH:31]1([S:34](Cl)(=[O:36])=[O:35])[CH2:33][CH2:32]1. (4) Given the product [CH3:1][S:2]([O:14][CH2:13][C:10]1[CH:11]=[N:12][C:7]([F:6])=[CH:8][CH:9]=1)(=[O:4])=[O:3], predict the reactants needed to synthesize it. The reactants are: [CH3:1][S:2](Cl)(=[O:4])=[O:3].[F:6][C:7]1[N:12]=[CH:11][C:10]([CH2:13][OH:14])=[CH:9][CH:8]=1.C(N(CC)CC)C. (5) Given the product [F:1][C:2]1[CH:7]=[C:6]([O:8][CH3:9])[CH:5]=[CH:4][C:3]=1[S:10][CH2:18][C:19]([CH3:20])=[O:21], predict the reactants needed to synthesize it. The reactants are: [F:1][C:2]1[CH:7]=[C:6]([O:8][CH3:9])[CH:5]=[CH:4][C:3]=1[SH:10].C([O-])([O-])=O.[K+].[K+].Cl[CH2:18][C:19](=[O:21])[CH3:20].